This data is from Forward reaction prediction with 1.9M reactions from USPTO patents (1976-2016). The task is: Predict the product of the given reaction. (1) Given the reactants [F:1][C:2]1([F:33])[O:6][C:5]2[CH:7]=[CH:8][C:9]([C:11]3([C:14]([NH:16][C:17]4[N:22]=[C:21]([C:23]5[C:24]([CH3:31])=[N:25][C:26]([O:29]C)=[CH:27][CH:28]=5)[CH:20]=[C:19]([CH3:32])[CH:18]=4)=[O:15])[CH2:13][CH2:12]3)=[CH:10][C:4]=2[O:3]1.Cl, predict the reaction product. The product is: [F:33][C:2]1([F:1])[O:6][C:5]2[CH:7]=[CH:8][C:9]([C:11]3([C:14]([NH:16][C:17]4[CH:18]=[C:19]([CH3:32])[CH:20]=[C:21]([C:23]5[CH:28]=[CH:27][C:26](=[O:29])[NH:25][C:24]=5[CH3:31])[N:22]=4)=[O:15])[CH2:13][CH2:12]3)=[CH:10][C:4]=2[O:3]1. (2) Given the reactants Br[C:2]1[CH:3]=[C:4]2[C@@:15]3([CH2:20][CH2:19][O:18][C:17]([NH2:21])=[N:16]3)[C:14]3[CH:13]=[C:12](Cl)[N:11]=[C:10]([F:23])[C:9]=3[O:8][C:5]2=[CH:6][CH:7]=1.[F:24][C:25]1[CH:26]=[C:27](B(O)O)[CH:28]=[N:29][CH:30]=1.[F:34][C:35]1[CH:40]=[C:39](B(O)O)[CH:38]=[CH:37][N:36]=1, predict the reaction product. The product is: [F:23][C:10]1[C:9]2[O:8][C:5]3[C:4]([C@@:15]4([CH2:20][CH2:19][O:18][C:17]([NH2:21])=[N:16]4)[C:14]=2[CH:13]=[C:12]([C:39]2[CH:38]=[CH:37][N:36]=[C:35]([F:34])[CH:40]=2)[N:11]=1)=[CH:3][C:2]([C:27]1[CH:28]=[N:29][CH:30]=[C:25]([F:24])[CH:26]=1)=[CH:7][CH:6]=3. (3) Given the reactants [OH2:1].[OH2:2].O.O.O.O.C(O[O-])(=O)C1C(=CC=CC=1)C([O-])=O.[Mg+2].[CH3:21][C:22]([O:25][C:26]([N:28]1[CH2:34][C:33]([S:38][C:39]2[CH:44]=[CH:43][C:42]([Br:45])=[CH:41][CH:40]=2)([N:35]([CH3:37])[CH3:36])[C:32]2[CH:46]=[CH:47][CH:48]=[CH:49][C:31]=2[CH2:30][CH2:29]1)=[O:27])([CH3:24])[CH3:23], predict the reaction product. The product is: [CH3:24][C:22]([O:25][C:26]([N:28]1[CH2:34][C:33]([S:38]([C:39]2[CH:40]=[CH:41][C:42]([Br:45])=[CH:43][CH:44]=2)(=[O:2])=[O:1])([N:35]([CH3:36])[CH3:37])[C:32]2[CH:46]=[CH:47][CH:48]=[CH:49][C:31]=2[CH2:30][CH2:29]1)=[O:27])([CH3:21])[CH3:23]. (4) Given the reactants [F:1][C:2]1[CH:7]=[CH:6][C:5](OC)=[CH:4][C:3]=1B(O)O.C1(C)C=CC=CC=1.[Br:20][C:21]1[CH:26]=[CH:25][CH:24]=[C:23](I)[CH:22]=1.[C:28]([O-:31])([O-])=O.[Na+].[Na+], predict the reaction product. The product is: [Br:20][C:21]1[CH:22]=[C:23]([C:3]2[C:2]([F:1])=[CH:7][CH:6]=[CH:5][C:4]=2[O:31][CH3:28])[CH:24]=[CH:25][CH:26]=1.